Dataset: Catalyst prediction with 721,799 reactions and 888 catalyst types from USPTO. Task: Predict which catalyst facilitates the given reaction. (1) Reactant: [F:1][C:2]([F:18])([F:17])[C:3]1[CH:8]=[CH:7][C:6]([C:9]2[CH:10]=[C:11]([CH:14]=[CH:15][CH:16]=2)[CH2:12]O)=[CH:5][CH:4]=1.S(Cl)([Cl:21])=O. Product: [F:1][C:2]([F:18])([F:17])[C:3]1[CH:8]=[CH:7][C:6]([C:9]2[CH:10]=[C:11]([CH:14]=[CH:15][CH:16]=2)[CH2:12][Cl:21])=[CH:5][CH:4]=1. The catalyst class is: 2. (2) Reactant: B(Br)(Br)[Br:2].Cl.[C:6]1([C:27]2[CH:32]=[CH:31][CH:30]=[CH:29][CH:28]=2)[CH:11]=[CH:10][C:9]([CH2:12][CH2:13][NH:14][CH2:15][CH2:16][C:17]2[CH:22]=[CH:21][C:20]([O:23]C)=[C:19]([O:25]C)[CH:18]=2)=[CH:8][CH:7]=1. Product: [BrH:2].[C:6]1([C:27]2[CH:28]=[CH:29][CH:30]=[CH:31][CH:32]=2)[CH:7]=[CH:8][C:9]([CH2:12][CH2:13][NH:14][CH2:15][CH2:16][C:17]2[CH:18]=[C:19]([OH:25])[C:20]([OH:23])=[CH:21][CH:22]=2)=[CH:10][CH:11]=1. The catalyst class is: 2. (3) Reactant: [Cl:1][C:2]1[CH:16]=[CH:15][C:5]([C:6]([C:8]2[CH:13]=[CH:12][C:11]([Cl:14])=[CH:10][CH:9]=2)=[O:7])=[CH:4][CH:3]=1.[CH:17](OC)(OC)[O:18]C.Cl(O)(=O)(=O)=O.[C:29]([O-])(O)=O.[Na+]. Product: [Cl:1][C:2]1[CH:16]=[CH:15][C:5]([C:6]([C:8]2[CH:13]=[CH:12][C:11]([Cl:14])=[CH:10][CH:9]=2)([O:18][CH3:17])[O:7][CH3:29])=[CH:4][CH:3]=1. The catalyst class is: 125. (4) Reactant: [NH2:1][C:2]1[CH:17]=[CH:16][C:5]([CH2:6][NH:7][C:8]([C:10]2[CH:15]=[CH:14][CH:13]=[CH:12][N:11]=2)=[O:9])=[CH:4][CH:3]=1.[F:18][C:19]([F:35])([F:34])[C:20]1[CH:25]=[CH:24][C:23]([C:26]2[CH:30]=[CH:29][S:28][C:27]=2[C:31](O)=[O:32])=[CH:22][CH:21]=1.O.ON1C2C=CC=CC=2N=N1.CN(C)CCCN=C=NCC. Product: [F:34][C:19]([F:18])([F:35])[C:20]1[CH:21]=[CH:22][C:23]([C:26]2[CH:30]=[CH:29][S:28][C:27]=2[C:31]([NH:1][C:2]2[CH:17]=[CH:16][C:5]([CH2:6][NH:7][C:8]([C:10]3[CH:15]=[CH:14][CH:13]=[CH:12][N:11]=3)=[O:9])=[CH:4][CH:3]=2)=[O:32])=[CH:24][CH:25]=1. The catalyst class is: 46.